This data is from Catalyst prediction with 721,799 reactions and 888 catalyst types from USPTO. The task is: Predict which catalyst facilitates the given reaction. (1) Reactant: Cl[C:2]1[C:3]([N:16]2[CH2:21][CH2:20][N:19]([CH3:22])[CH2:18][CH2:17]2)=[N:4][C:5]2[C:10]([N:11]=1)=[CH:9][C:8]([C:12]([F:15])([F:14])[F:13])=[CH:7][CH:6]=2.O.[NH2:24][NH2:25]. Product: [NH:24]([C:2]1[C:3]([N:16]2[CH2:21][CH2:20][N:19]([CH3:22])[CH2:18][CH2:17]2)=[N:4][C:5]2[C:10]([N:11]=1)=[CH:9][C:8]([C:12]([F:15])([F:14])[F:13])=[CH:7][CH:6]=2)[NH2:25]. The catalyst class is: 14. (2) Reactant: C[O:2][C:3]1[N:8]=[N:7][C:6]([C:9]2[CH:14]=[C:13]([CH3:15])[C:12]([OH:16])=[C:11]([CH3:17])[CH:10]=2)=[CH:5][C:4]=1[C:18]1[NH:19][C:20]2[C:25]([C:26]=1[CH3:27])=[CH:24][CH:23]=[CH:22][CH:21]=2.C[Si](Cl)(C)C.[I-].[K+]. Product: [OH:16][C:12]1[C:13]([CH3:15])=[CH:14][C:9]([C:6]2[CH:5]=[C:4]([C:18]3[NH:19][C:20]4[C:25]([C:26]=3[CH3:27])=[CH:24][CH:23]=[CH:22][CH:21]=4)[C:3](=[O:2])[NH:8][N:7]=2)=[CH:10][C:11]=1[CH3:17]. The catalyst class is: 47.